From a dataset of Forward reaction prediction with 1.9M reactions from USPTO patents (1976-2016). Predict the product of the given reaction. Given the reactants [CH3:1][O:2][C:3]([C:5]1[CH:6]=[C:7]2[C:12](=[CH:13][CH:14]=1)[N:11]=[CH:10][CH:9]=[CH:8]2)=[O:4].C(Cl)(Cl)Cl.ClC1C(OO)=C(C=CC=1)C(O)=[O:24].[OH-].[Na+], predict the reaction product. The product is: [CH3:1][O:2][C:3]([C:5]1[CH:6]=[C:7]2[C:12](=[CH:13][CH:14]=1)[N+:11]([O-:24])=[CH:10][CH:9]=[CH:8]2)=[O:4].